The task is: Predict the product of the given reaction.. This data is from Forward reaction prediction with 1.9M reactions from USPTO patents (1976-2016). (1) Given the reactants [O:1]1[CH:5]=[CH:4][C:3](B(O)O)=[CH:2]1.Cl[C:10]1[CH:15]=[C:14](Cl)[N:13]=[CH:12][N:11]=1.[IH:17], predict the reaction product. The product is: [I:17][C:10]1[CH:15]=[C:14]([C:3]2[CH:4]=[CH:5][O:1][CH:2]=2)[N:13]=[CH:12][N:11]=1. (2) The product is: [Cl:1][C:2]1[CH:10]=[C:9]2[C:5]([C:6]([CH2:26][C:25]3[CH:28]=[CH:29][CH:30]=[C:23]([Cl:22])[CH:24]=3)([C:12]3[CH:17]=[C:16]([O:18][CH3:19])[CH:15]=[C:14]([O:20][CH3:21])[CH:13]=3)[C:7](=[O:11])[NH:8]2)=[CH:4][CH:3]=1. Given the reactants [Cl:1][C:2]1[CH:10]=[C:9]2[C:5]([CH:6]([C:12]3[CH:17]=[C:16]([O:18][CH3:19])[CH:15]=[C:14]([O:20][CH3:21])[CH:13]=3)[C:7](=[O:11])[NH:8]2)=[CH:4][CH:3]=1.[Cl:22][C:23]1[CH:24]=[C:25]([CH:28]=[CH:29][CH:30]=1)[CH2:26]Br.[I-].[K+].C(=O)([O-])[O-].[K+].[K+], predict the reaction product. (3) Given the reactants [F:1][C:2]([F:12])([F:11])[O:3][C:4]1[CH:9]=[CH:8][C:7]([OH:10])=[CH:6][CH:5]=1.C([O-])([O-])=O.[K+].[K+].Br[CH2:20][CH:21]1[CH2:23][O:22]1, predict the reaction product. The product is: [F:1][C:2]([F:11])([F:12])[O:3][C:4]1[CH:5]=[CH:6][C:7]([O:10][CH2:20][CH:21]2[CH2:23][O:22]2)=[CH:8][CH:9]=1. (4) Given the reactants Br[C:2]1[C:3]([CH3:29])=[C:4]([CH:26]=[CH:27][CH:28]=1)[CH2:5][NH:6][C:7]1[N:12]=[C:11]([NH:13][CH2:14][C@H:15]2[CH2:20][CH2:19][C@H:18]([CH2:21][OH:22])[CH2:17][CH2:16]2)[C:10]([N+:23]([O-:25])=[O:24])=[CH:9][N:8]=1.C(=O)([O-])[O-].[Na+].[Na+].[CH2:36]([CH2:39]OC)OC, predict the reaction product. The product is: [NH2:6][CH2:5][C:4]1[CH:3]=[C:2]([C:2]2[CH:28]=[CH:27][CH:26]=[C:4]([CH2:5][NH:6][C:7]3[N:12]=[C:11]([NH:13][CH2:14][C@H:15]4[CH2:16][CH2:17][C@H:18]([CH2:21][OH:22])[CH2:19][CH2:20]4)[C:10]([N+:23]([O-:25])=[O:24])=[CH:9][N:8]=3)[C:3]=2[CH3:29])[CH:28]=[CH:36][CH:39]=1. (5) Given the reactants [C:1]([O:6][CH:7]1[CH:13]2[O:14][CH:15]3[CH:8]1OC(=O)[CH:11]3[CH2:12]2)(=[O:5])[C:2]([CH3:4])=[CH2:3].[C:17](OC1CCOC1=O)(=O)[C:18]([CH3:20])=[CH2:19], predict the reaction product. The product is: [C:1]([O:6][C:7]12[CH2:13][CH:12]3[CH2:17][CH:18]([CH2:20][C:15]([OH:14])([CH2:11]3)[CH2:8]1)[CH2:19]2)(=[O:5])[C:2]([CH3:4])=[CH2:3].